Dataset: Serine/threonine kinase 33 screen with 319,792 compounds. Task: Binary Classification. Given a drug SMILES string, predict its activity (active/inactive) in a high-throughput screening assay against a specified biological target. (1) The molecule is o1nc(nc1c1c(c2ccccc2)cccc1)c1cc(OC)c(OC)cc1. The result is 0 (inactive). (2) The molecule is S(=O)(=O)(NCCN1CCOCC1)c1cc(c(cc1)C)C. The result is 0 (inactive). (3) The molecule is S(c1nc(cc(c2ccccc2)c1C#N)c1ccc(OC)cc1)CC(O)=O. The result is 0 (inactive). (4) The drug is Clc1cc(CNC(=O)C2CCCC2)ccc1Cl. The result is 0 (inactive). (5) The result is 0 (inactive). The compound is s1nc(nc1Nc1ccc(OC)cc1)CC(=O)C. (6) The compound is Brc1c(NCc2ccc(N(C)C)cc2)ncc(Br)c1. The result is 0 (inactive). (7) The result is 0 (inactive). The molecule is O=C(N1CCCCC1)Cn1c2c(c(c1)C(=O)C(=O)Nc1ccc(cc1)C)cccc2. (8) The compound is Oc1c(/C=C\c2cc(O)cc(O)c2)ccc(O)c1. The result is 1 (active). (9) The compound is Clc1cc2N(C(=O)CCC(=O)NC3C(CCCC3)C)CCOc2cc1. The result is 0 (inactive).